Regression. Given two drug SMILES strings and cell line genomic features, predict the synergy score measuring deviation from expected non-interaction effect. From a dataset of NCI-60 drug combinations with 297,098 pairs across 59 cell lines. (1) Drug 1: CC1=C(C(CCC1)(C)C)C=CC(=CC=CC(=CC(=O)O)C)C. Cell line: NCIH23. Synergy scores: CSS=40.2, Synergy_ZIP=-0.149, Synergy_Bliss=-5.54, Synergy_Loewe=-17.0, Synergy_HSA=-6.76. Drug 2: C#CCC(CC1=CN=C2C(=N1)C(=NC(=N2)N)N)C3=CC=C(C=C3)C(=O)NC(CCC(=O)O)C(=O)O. (2) Drug 1: CN1CCC(CC1)COC2=C(C=C3C(=C2)N=CN=C3NC4=C(C=C(C=C4)Br)F)OC. Drug 2: C1=NNC2=C1C(=O)NC=N2. Cell line: CAKI-1. Synergy scores: CSS=40.9, Synergy_ZIP=-7.44, Synergy_Bliss=0.990, Synergy_Loewe=-9.92, Synergy_HSA=5.69. (3) Drug 1: CCC1=CC2CC(C3=C(CN(C2)C1)C4=CC=CC=C4N3)(C5=C(C=C6C(=C5)C78CCN9C7C(C=CC9)(C(C(C8N6C)(C(=O)OC)O)OC(=O)C)CC)OC)C(=O)OC.C(C(C(=O)O)O)(C(=O)O)O. Drug 2: C1=C(C(=O)NC(=O)N1)N(CCCl)CCCl. Cell line: NCI-H522. Synergy scores: CSS=45.4, Synergy_ZIP=-11.3, Synergy_Bliss=-15.7, Synergy_Loewe=-19.1, Synergy_HSA=-10.3.